This data is from Reaction yield outcomes from USPTO patents with 853,638 reactions. The task is: Predict the reaction yield, written as a fraction of the theoretical maximum amount of product (1.0 means a 100% yield; for example, 0.34 means a 34% yield). (1) The reactants are [C:1]([O:5][C:6](=[O:35])[NH:7][C:8]1([C:12]2[CH:17]=[CH:16][C:15]([C:18]3[C:27](=S)[C:26]4[C:21](=[CH:22][CH:23]=[CH:24][CH:25]=4)[O:20][C:19]=3[C:29]3[CH:34]=[CH:33][CH:32]=[CH:31][CH:30]=3)=[CH:14][CH:13]=2)[CH2:11][CH2:10][CH2:9]1)([CH3:4])([CH3:3])[CH3:2].Cl.[NH2:37][OH:38].C([O-])(=O)C.[Na+]. No catalyst specified. The product is [C:1]([O:5][C:6](=[O:35])[NH:7][C:8]1([C:12]2[CH:17]=[CH:16][C:15]([C:18]3[C:27](=[N:37][OH:38])[C:26]4[C:21](=[CH:22][CH:23]=[CH:24][CH:25]=4)[O:20][C:19]=3[C:29]3[CH:34]=[CH:33][CH:32]=[CH:31][CH:30]=3)=[CH:14][CH:13]=2)[CH2:11][CH2:10][CH2:9]1)([CH3:4])([CH3:3])[CH3:2]. The yield is 0.820. (2) The reactants are [O:1]1[CH2:5][CH2:4][C@@H:3]([OH:6])[CH2:2]1.[CH:7]1[N:11]=[CH:10][N:9]([C:12](N2C=NC=C2)=[O:13])[CH:8]=1. The catalyst is O1CCCC1. The product is [N:9]1([C:12]([O:6][C@@H:3]2[CH2:4][CH2:5][O:1][CH2:2]2)=[O:13])[CH:8]=[CH:7][N:11]=[CH:10]1. The yield is 0.920. (3) The reactants are [C:1]([O-:4])([O-])=O.[K+].[K+].[Br:7][C:8]1[CH:15]=[CH:14][CH:13]=[C:12]([OH:16])[C:9]=1[CH:10]=O.Cl[CH2:18][C:19]([CH2:21]Cl)=[O:20]. The catalyst is CC(=O)CC. The product is [Br:7][C:8]1[C:9]2[CH:10]=[C:18]([C:19]([C:21]3[O:4][C:1]4[CH:13]=[CH:12][CH:9]=[C:8]([Br:7])[C:15]=4[CH:14]=3)=[O:20])[O:16][C:12]=2[CH:13]=[CH:14][CH:15]=1. The yield is 0.760.